Task: Predict which catalyst facilitates the given reaction.. Dataset: Catalyst prediction with 721,799 reactions and 888 catalyst types from USPTO (1) The catalyst class is: 2. Product: [CH3:1][O:2][C:3](=[O:35])[CH:4]([C:10]1[CH:15]=[CH:14][C:13](/[CH:16]=[CH:17]/[C:18](=[O:34])[NH:19][C:20]2[CH:25]=[CH:24][CH:23]=[CH:22][C:21]=2[NH:26][C:27]([O:29][C:30]([CH3:32])([CH3:31])[CH3:33])=[O:28])=[CH:12][CH:11]=1)[N:46]1[CH2:45][CH2:44][CH:37]([N:38]([CH2:41][CH3:42])[CH2:39][CH3:40])[CH2:36]1. Reactant: [CH3:1][O:2][C:3](=[O:35])[CH:4]([C:10]1[CH:15]=[CH:14][C:13]([CH:16]=[CH:17][C:18](=[O:34])[NH:19][C:20]2[CH:25]=[CH:24][CH:23]=[CH:22][C:21]=2[NH:26][C:27]([O:29][C:30]([CH3:33])([CH3:32])[CH3:31])=[O:28])=[CH:12][CH:11]=1)OS(C)(=O)=O.[CH3:36][CH2:37][N:38]([CH2:41][CH3:42])[CH2:39][CH3:40].O[C@H:44]1CC[NH:46][CH2:45]1. (2) Reactant: [C:1]([O:5][C:6]([NH:8][CH:9](P(OC)(OC)=O)[C:10]([O:12][CH3:13])=[O:11])=[O:7])([CH3:4])([CH3:3])[CH3:2].[OH:20][C:21]1[CH:22]=[C:23]([CH:26]=[CH:27][CH:28]=1)[CH:24]=O.C1CCN2C(=NCCC2)CC1. Product: [C:1]([O:5][C:6]([NH:8][C:9](=[CH:24][C:23]1[CH:26]=[CH:27][CH:28]=[C:21]([OH:20])[CH:22]=1)[C:10]([O:12][CH3:13])=[O:11])=[O:7])([CH3:2])([CH3:3])[CH3:4]. The catalyst class is: 124.